From a dataset of Reaction yield outcomes from USPTO patents with 853,638 reactions. Predict the reaction yield, written as a fraction of the theoretical maximum amount of product (1.0 means a 100% yield; for example, 0.34 means a 34% yield). (1) The reactants are [CH2:1]([OH:5])[CH2:2][CH2:3][CH3:4].[OH-].[K+].CS([C:12]1[N:17]=[C:16]([CH3:18])[C:15]([C:19]([O:21]CC)=[O:20])=[CH:14][N:13]=1)(=O)=O. The catalyst is O. The product is [CH2:1]([O:5][C:12]1[N:17]=[C:16]([CH3:18])[C:15]([C:19]([OH:21])=[O:20])=[CH:14][N:13]=1)[CH2:2][CH2:3][CH3:4]. The yield is 0.830. (2) The reactants are [OH-].[Na+].[N+:3]([C:6]1[CH:7]=[C:8]([OH:13])[C:9]([OH:12])=[CH:10][CH:11]=1)([O-:5])=[O:4].I[CH:15]([CH3:17])[CH3:16]. The catalyst is CS(C)=O. The product is [CH:15]([O:12][C:9]1[CH:10]=[CH:11][C:6]([N+:3]([O-:5])=[O:4])=[CH:7][C:8]=1[OH:13])([CH3:17])[CH3:16]. The yield is 0.510. (3) The yield is 0.730. No catalyst specified. The reactants are [CH3:1][NH:2][CH2:3][C:4]1[C:12]2[C:7](=[CH:8][CH:9]=[CH:10][CH:11]=2)[N:6]([CH3:13])[CH:5]=1.CNCC1C=CC2C(=CC=CC=2)C=1CCC.Cl.[CH2:31]([O:38][C:39]([N:41]1[CH2:47][C:46]2[CH:48]=[C:49](/[CH:52]=[CH:53]/[C:54]([OH:56])=O)[CH:50]=[N:51][C:45]=2[NH:44][C:43](=[O:57])[CH2:42]1)=[O:40])[C:32]1[CH:37]=[CH:36][CH:35]=[CH:34][CH:33]=1.Cl.CN1CC2C=C(/C=C/C(O)=O)C=NC=2NC(=O)C1. The product is [CH2:31]([O:38][C:39]([N:41]1[CH2:47][C:46]2[CH:48]=[C:49](/[CH:52]=[CH:53]/[C:54](=[O:56])[N:2]([CH3:1])[CH2:3][C:4]3[C:12]4[C:7](=[CH:8][CH:9]=[CH:10][CH:11]=4)[N:6]([CH3:13])[CH:5]=3)[CH:50]=[N:51][C:45]=2[NH:44][C:43](=[O:57])[CH2:42]1)=[O:40])[C:32]1[CH:37]=[CH:36][CH:35]=[CH:34][CH:33]=1.